This data is from Forward reaction prediction with 1.9M reactions from USPTO patents (1976-2016). The task is: Predict the product of the given reaction. (1) Given the reactants [CH3:1][O:2][C:3]1[CH:11]=[C:10]([O:12][CH3:13])[CH:9]=[C:8]([O:14][CH3:15])[C:4]=1[C:5]([OH:7])=[O:6].S(=O)(=O)(O)O.[CH3:21]O, predict the reaction product. The product is: [CH3:15][O:14][C:8]1[CH:9]=[C:10]([O:12][CH3:13])[CH:11]=[C:3]([O:2][CH3:1])[C:4]=1[C:5]([O:7][CH3:21])=[O:6]. (2) Given the reactants C([O:4][CH2:5][CH2:6][N:7]1[C:19]2[C:18]3[CH:17]=[CH:16][CH:15]=[CH:14][C:13]=3[N:12]=[C:11]([NH2:20])[C:10]=2[N:9]=[C:8]1[CH3:21])(=O)C, predict the reaction product. The product is: [NH2:20][C:11]1[C:10]2[N:9]=[C:8]([CH3:21])[N:7]([CH2:6][CH2:5][OH:4])[C:19]=2[C:18]2[CH2:17][CH2:16][CH2:15][CH2:14][C:13]=2[N:12]=1. (3) Given the reactants COC(=O)O[CH2:5][C:6]1[CH:7]=[C:8]([C:16]2[CH:21]=[CH:20][CH:19]=[C:18]([Cl:22])[CH:17]=2)[C:9]([O:12][CH:13]([F:15])[F:14])=[CH:10][CH:11]=1.[CH3:24][O:25][C:26]([C:28]1[CH:33]=[CH:32][C:31](B2OC(C)(C)C(C)(C)O2)=[CH:30][N:29]=1)=[O:27].C(=O)([O-])[O-].[K+].[K+].C1(P(C2C=CC=CC=2)CCCCCP(C2C=CC=CC=2)C2C=CC=CC=2)C=CC=CC=1, predict the reaction product. The product is: [CH3:24][O:25][C:26]([C:28]1[CH:33]=[CH:32][C:31]([CH2:5][C:6]2[CH:7]=[C:8]([C:16]3[CH:21]=[CH:20][CH:19]=[C:18]([Cl:22])[CH:17]=3)[C:9]([O:12][CH:13]([F:14])[F:15])=[CH:10][CH:11]=2)=[CH:30][N:29]=1)=[O:27]. (4) Given the reactants [CH:1]([O:4][C:5]1[C:6](=[O:23])[C:7](=[O:22])[C:8]=1[Sn](CCCC)(CCCC)CCCC)([CH3:3])[CH3:2].[F:24][C:25]([F:34])([F:33])[C:26]1[CH:31]=[CH:30][C:29](I)=[CH:28][CH:27]=1, predict the reaction product. The product is: [CH:1]([O:4][C:5]1[C:6](=[O:23])[C:7](=[O:22])[C:8]=1[C:29]1[CH:30]=[CH:31][C:26]([C:25]([F:34])([F:33])[F:24])=[CH:27][CH:28]=1)([CH3:2])[CH3:3]. (5) Given the reactants [CH3:1][O:2][CH:3]1[CH2:6][N:5]([CH2:7][CH2:8][CH2:9][N:10]2C(=O)C3C(=CC=CC=3)C2=O)[CH2:4]1, predict the reaction product. The product is: [CH3:1][O:2][CH:3]1[CH2:6][N:5]([CH2:7][CH2:8][CH2:9][NH2:10])[CH2:4]1. (6) Given the reactants [CH2:1]([O:3][C:4]([CH:6]1[CH2:11][CH2:10][N:9]([C@@H:12]2[CH2:17][CH2:16][CH2:15][CH2:14][C@@H:13]2[C:18]2[CH:23]=[CH:22][C:21]([F:24])=[CH:20][CH:19]=2)[CH2:8][CH2:7]1)=[O:5])[CH3:2].[F:25][C:26]1[CH:36]=[CH:35][C:29](/[CH:30]=[CH:31]/[N+:32]([O-:34])=[O:33])=[CH:28][CH:27]=1, predict the reaction product. The product is: [CH2:1]([O:3][C:4]([C:6]1([CH:30]([C:29]2[CH:35]=[CH:36][C:26]([F:25])=[CH:27][CH:28]=2)[CH2:31][N+:32]([O-:34])=[O:33])[CH2:7][CH2:8][N:9]([C@@H:12]2[CH2:17][CH2:16][CH2:15][CH2:14][C@@H:13]2[C:18]2[CH:19]=[CH:20][C:21]([F:24])=[CH:22][CH:23]=2)[CH2:10][CH2:11]1)=[O:5])[CH3:2]. (7) Given the reactants O=C([O-])[C@@H]([C@H]([C@@H]([C@@H](CO)O)O)O)O.[Ca+2].O=C([O-])[C@@H]([C@H]([C@@H]([C@@H](CO)O)O)O)O.[CH3:28][C@:29]12[C@@H:38]3[CH2:39][CH2:40][C@@:41]4([O:46][C@@H:47]5[O:52][C@H:51]([CH2:53][OH:54])[C@@H:50]([OH:55])[C@H:49]([OH:56])[C@H:48]5[O:57][C@@H:58]5[O:63][C@H:62]([CH2:64][OH:65])[C@@H:61]([OH:66])[C@H:60]([O:67][C@@H:68]6[O:73][C@H:72]([CH2:74][OH:75])[C@@H:71]([OH:76])[C@H:70]([OH:77])[C@H:69]6[OH:78])[C@H:59]5[OH:79])[C:43]([CH2:45][C@@:37]3([CH2:42]4)[CH2:36][CH2:35][C@@H:34]1[C@@:33]([C:81]([O:83][C@@H:84]1[O:89][C@H:88]([CH2:90][OH:91])[C@@H:87]([OH:92])[C@H:86]([OH:93])[C@H:85]1[OH:94])=[O:82])([CH3:80])[CH2:32][CH2:31][CH2:30]2)=[CH2:44].C(O)[C@@H]([C@@H](CO)O)O, predict the reaction product. The product is: [CH3:28][C@:29]12[C@@H:38]3[CH2:39][CH2:40][C@@:41]4([O:46][C@@H:47]5[O:52][C@H:51]([CH2:53][OH:54])[C@@H:50]([OH:55])[C@H:49]([OH:56])[C@H:48]5[O:57][C@@H:58]5[O:63][C@H:62]([CH2:64][OH:65])[C@@H:61]([OH:66])[C@H:60]([O:67][C@@H:68]6[O:73][C@H:72]([CH2:74][OH:75])[C@@H:71]([OH:76])[C@H:70]([OH:77])[C@H:69]6[OH:78])[C@H:59]5[OH:79])[C:43]([CH2:45][C@@:37]3([CH2:42]4)[CH2:36][CH2:35][C@@H:34]1[C@@:33]([C:81]([O:83][C@@H:84]1[O:89][C@H:88]([CH2:90][OH:91])[C@@H:87]([OH:92])[C@H:86]([OH:93])[C@H:85]1[OH:94])=[O:82])([CH3:80])[CH2:32][CH2:31][CH2:30]2)=[CH2:44].[CH2:64]([OH:65])[C@H:62]1[O:63][C@H:58]([O:57][C@:48]2([CH2:47][OH:46])[O:52][C@H:51]([CH2:53][OH:54])[C@@H:50]([OH:55])[C@@H:49]2[OH:56])[C@H:59]([OH:79])[C@@H:60]([OH:67])[C@@H:61]1[OH:66]. (8) Given the reactants CC(OI1(OC(C)=O)(OC(C)=O)OC(=O)C2C=CC=CC1=2)=O.[C:23]([NH:26][CH:27]([CH2:40][C:41]1[CH:46]=[CH:45][C:44]([Br:47])=[CH:43][CH:42]=1)[C:28]([NH:30][CH2:31][CH:32]([OH:39])[CH2:33][C:34]([CH3:38])([CH3:37])[CH2:35][CH3:36])=[O:29])(=[O:25])[CH3:24], predict the reaction product. The product is: [C:23]([NH:26][CH:27]([CH2:40][C:41]1[CH:46]=[CH:45][C:44]([Br:47])=[CH:43][CH:42]=1)[C:28]([NH:30][CH2:31][C:32](=[O:39])[CH2:33][C:34]([CH3:37])([CH3:38])[CH2:35][CH3:36])=[O:29])(=[O:25])[CH3:24].